This data is from Forward reaction prediction with 1.9M reactions from USPTO patents (1976-2016). The task is: Predict the product of the given reaction. (1) The product is: [C:1]([O:5][C:6]([N:8]1[C:17]2[C:12](=[CH:13][CH:14]=[C:15]([CH2:18][CH2:19][C:20]3[N:30]=[C:23]4[C:24]([CH3:29])=[N:25][CH:26]=[C:27]([CH3:28])[N:22]4[N:21]=3)[N:16]=2)[CH2:11][CH2:10][CH:9]1[CH3:31])=[O:7])([CH3:4])([CH3:3])[CH3:2]. Given the reactants [C:1]([O:5][C:6]([N:8]1[C:17]2[C:12](=[CH:13][CH:14]=[C:15]([CH:18]=[CH:19][C:20]3[N:30]=[C:23]4[C:24]([CH3:29])=[N:25][CH:26]=[C:27]([CH3:28])[N:22]4[N:21]=3)[N:16]=2)[CH2:11][CH2:10][CH:9]1[CH3:31])=[O:7])([CH3:4])([CH3:3])[CH3:2].[OH-].[Na+], predict the reaction product. (2) Given the reactants [F:1][C:2]1[CH:7]=[CH:6][C:5]([CH2:8][C:9]2[CH:18]=[C:17]3[C:12]([C:13]([OH:32])=[C:14]([C:27](OCC)=[O:28])[C:15](=[O:26])[N:16]3[CH2:19][CH2:20][CH2:21][S:22]([CH3:25])(=[O:24])=[O:23])=[N:11][CH:10]=2)=[CH:4][CH:3]=1.[NH2:33][CH2:34][CH2:35][CH2:36][N:37]1[CH2:41][CH2:40][CH2:39][C:38]1=[O:42], predict the reaction product. The product is: [F:1][C:2]1[CH:7]=[CH:6][C:5]([CH2:8][C:9]2[CH:18]=[C:17]3[C:12]([C:13]([OH:32])=[C:14]([C:27]([NH:33][CH2:34][CH2:35][CH2:36][N:37]4[CH2:41][CH2:40][CH2:39][C:38]4=[O:42])=[O:28])[C:15](=[O:26])[N:16]3[CH2:19][CH2:20][CH2:21][S:22]([CH3:25])(=[O:24])=[O:23])=[N:11][CH:10]=2)=[CH:4][CH:3]=1. (3) Given the reactants Br[C:2]1[S:3][C:4]([NH:32]C(OC(C)(C)C)=O)=[C:5]([C:7]([NH:9][C:10]2[CH:11]=[N:12][N:13]([CH3:31])[C:14]=2[N:15]2[CH2:21][C:20]([F:23])([F:22])[CH2:19][N:18](C(OC(C)(C)C)=O)[CH2:17][CH2:16]2)=[O:8])[N:6]=1.[F:40][C:41]1[CH:46]=[CH:45][C:44]([F:47])=[CH:43][C:42]=1B(O)O, predict the reaction product. The product is: [NH2:32][C:4]1[S:3][C:2]([C:45]2[CH:46]=[C:41]([F:40])[CH:42]=[CH:43][C:44]=2[F:47])=[N:6][C:5]=1[C:7]([NH:9][C:10]1[CH:11]=[N:12][N:13]([CH3:31])[C:14]=1[N:15]1[CH2:21][C:20]([F:23])([F:22])[CH2:19][NH:18][CH2:17][CH2:16]1)=[O:8]. (4) Given the reactants [NH2:1][N:2]1[N:11]=[C:10]([C:12]([F:15])([F:14])[F:13])[C:9]2[C:4](=[CH:5][CH:6]=[CH:7][CH:8]=2)[C:3]1=[O:16].[C:17]1([CH2:23][CH2:24][C:25](O)=[O:26])[CH:22]=[CH:21][CH:20]=[CH:19][CH:18]=1, predict the reaction product. The product is: [O:16]=[C:3]1[C:4]2[C:9](=[CH:8][CH:7]=[CH:6][CH:5]=2)[C:10]([C:12]([F:15])([F:13])[F:14])=[N:11][N:2]1[NH:1][C:25](=[O:26])[CH2:24][CH2:23][C:17]1[CH:22]=[CH:21][CH:20]=[CH:19][CH:18]=1. (5) Given the reactants Br[C:2]1[C:6]2[N:7]=[C:8]([NH2:11])[N:9]=[CH:10][C:5]=2[S:4][CH:3]=1.B([C:15]1[CH:16]=[C:17]([CH:21]=[CH:22][CH:23]=1)[C:18]([OH:20])=[O:19])(O)O, predict the reaction product. The product is: [NH2:11][C:8]1[N:9]=[CH:10][C:5]2[S:4][CH:3]=[C:2]([C:15]3[CH:16]=[C:17]([CH:21]=[CH:22][CH:23]=3)[C:18]([OH:20])=[O:19])[C:6]=2[N:7]=1. (6) Given the reactants [CH3:1][N:2]1[C:10]2[C:5](=[CH:6][C:7]([C:11]3[C:12](=[O:17])[NH:13][CH2:14][CH2:15][N:16]=3)=[CH:8][CH:9]=2)[CH:4]=[N:3]1.Br[C:19]1[S:20][C:21]2[C:27]([C:28]3[CH:33]=[CH:32][C:31]([Cl:34])=[CH:30][CH:29]=3)=[C:26]([C@H:35]([O:41][C:42]([CH3:45])([CH3:44])[CH3:43])[C:36]([O:38][CH2:39][CH3:40])=[O:37])[C:25]([CH3:46])=[CH:24][C:22]=2[N:23]=1.COCCOCCN(CCOCCOC)CCOCCOC.C(=O)([O-])[O-].[K+].[K+], predict the reaction product. The product is: [C:42]([O:41][C@@H:35]([C:26]1[C:25]([CH3:46])=[CH:24][C:22]2[N:23]=[C:19]([N:13]3[CH2:14][CH2:15][N:16]=[C:11]([C:7]4[CH:6]=[C:5]5[C:10](=[CH:9][CH:8]=4)[N:2]([CH3:1])[N:3]=[CH:4]5)[C:12]3=[O:17])[S:20][C:21]=2[C:27]=1[C:28]1[CH:29]=[CH:30][C:31]([Cl:34])=[CH:32][CH:33]=1)[C:36]([O:38][CH2:39][CH3:40])=[O:37])([CH3:43])([CH3:44])[CH3:45]. (7) Given the reactants C([Li])CCC.C(NC(C)C)(C)C.[CH3:13][C:14]1[CH:19]=[C:18]([CH3:20])[CH:17]=[CH:16][C:15]=1[C:21]1[N:29]=[C:28]([S:30][CH3:31])[N:27]=[C:26]2[C:22]=1[N:23]=[CH:24][N:25]2[CH:32]1[CH2:37][CH2:36][CH2:35][CH2:34][O:33]1.[Cl:38]N1C(=O)CCC1=O.C(=O)(O)[O-].[Na+], predict the reaction product. The product is: [Cl:38][C:24]1[N:25]([CH:32]2[CH2:37][CH2:36][CH2:35][CH2:34][O:33]2)[C:26]2[C:22]([N:23]=1)=[C:21]([C:15]1[CH:16]=[CH:17][C:18]([CH3:20])=[CH:19][C:14]=1[CH3:13])[N:29]=[C:28]([S:30][CH3:31])[N:27]=2.